This data is from Reaction yield outcomes from USPTO patents with 853,638 reactions. The task is: Predict the reaction yield, written as a fraction of the theoretical maximum amount of product (1.0 means a 100% yield; for example, 0.34 means a 34% yield). (1) The reactants are Cl.[F:2][C:3]1[CH:4]=[C:5]([CH:8]=[CH:9][C:10]=1[NH:11][S:12]([CH3:15])(=[O:14])=[O:13])[CH2:6][NH2:7].[C:16]([C:20]1[CH:29]=[CH:28][C:23]([CH2:24][N:25]=[C:26]=[O:27])=[CH:22][CH:21]=1)([CH3:19])([CH3:18])[CH3:17]. The catalyst is CN(C=O)C.ClCCl. The product is [C:16]([C:20]1[CH:29]=[CH:28][C:23]([CH2:24][NH:25][C:26](=[O:27])[NH:7][CH2:6][C:5]2[CH:8]=[CH:9][C:10]([NH:11][S:12]([CH3:15])(=[O:14])=[O:13])=[C:3]([F:2])[CH:4]=2)=[CH:22][CH:21]=1)([CH3:19])([CH3:17])[CH3:18]. The yield is 0.530. (2) The reactants are [Br:1][C:2]1[C:3]([F:12])=[C:4]2[C:10]([NH2:11])=[CH:9][NH:8][C:5]2=[N:6][CH:7]=1.[CH3:13][N:14]1[C:19](=[O:20])[CH:18]=[CH:17][C:16]([C:21](O)=[O:22])=[CH:15]1.C1N(P(Cl)(N2C(=O)OCC2)=O)C(=O)OC1.[Li+].[OH-]. The catalyst is C(Cl)Cl.O. The product is [Br:1][C:2]1[C:3]([F:12])=[C:4]2[C:10]([NH:11][C:21]([C:16]3[CH:17]=[CH:18][C:19](=[O:20])[N:14]([CH3:13])[CH:15]=3)=[O:22])=[CH:9][NH:8][C:5]2=[N:6][CH:7]=1. The yield is 0.690.